From a dataset of Reaction yield outcomes from USPTO patents with 853,638 reactions. Predict the reaction yield, written as a fraction of the theoretical maximum amount of product (1.0 means a 100% yield; for example, 0.34 means a 34% yield). The reactants are [Cl:1][C:2]1[CH:8]=[CH:7][C:5]([NH2:6])=[CH:4][CH:3]=1.[C:9]([O:13][C:14]([N:16]1[CH2:19][CH2:18][C@H:17]1[CH:20]=O)=[O:15])([CH3:12])([CH3:11])[CH3:10].C([BH3-])#N.[Na+].C(=O)(O)[O-].[Na+]. The catalyst is CO.C(O)(=O)C. The product is [C:9]([O:13][C:14]([N:16]1[CH2:19][CH2:18][C@H:17]1[CH2:20][NH:6][C:5]1[CH:7]=[CH:8][C:2]([Cl:1])=[CH:3][CH:4]=1)=[O:15])([CH3:12])([CH3:10])[CH3:11]. The yield is 0.740.